This data is from Full USPTO retrosynthesis dataset with 1.9M reactions from patents (1976-2016). The task is: Predict the reactants needed to synthesize the given product. (1) The reactants are: [CH3:1][C:2]1[O:6][N:5]=[C:4]([CH:7]2[CH2:12][CH2:11][CH2:10][CH2:9][N:8]2C(OC(C)(C)C)=O)[N:3]=1.[ClH:20]. Given the product [ClH:20].[CH3:1][C:2]1[O:6][N:5]=[C:4]([CH:7]2[CH2:12][CH2:11][CH2:10][CH2:9][NH:8]2)[N:3]=1, predict the reactants needed to synthesize it. (2) Given the product [CH:1]1([N:5]2[CH2:11][CH2:10][C:9]3[S:12][C:13]([C:15]4[CH:20]=[N:19][C:18]([C:21]5[O:23][N:28]=[C:26]([CH3:27])[N:25]=5)=[CH:17][CH:16]=4)=[N:14][C:8]=3[CH2:7][CH2:6]2)[CH2:4][CH2:3][CH2:2]1, predict the reactants needed to synthesize it. The reactants are: [CH:1]1([N:5]2[CH2:11][CH2:10][C:9]3[S:12][C:13]([C:15]4[CH:16]=[CH:17][C:18]([C:21]([OH:23])=O)=[N:19][CH:20]=4)=[N:14][C:8]=3[CH2:7][CH2:6]2)[CH2:4][CH2:3][CH2:2]1.O[NH:25]/[C:26](=[N:28]\[H])/[CH3:27]. (3) Given the product [F:35][C:2]([F:1])([F:34])[C:3]1[CH:4]=[C:5]([CH:27]=[C:28]([C:30]([F:33])([F:32])[F:31])[CH:29]=1)[C:6]([N:8]1[CH2:9][CH2:10][C:11]2([N:15]([C:16]3[CH:21]=[CH:20][CH:19]=[CH:18][C:17]=3[CH3:22])[CH:14]([CH3:23])[N:13]([CH2:37][CH2:38][N:39]3[CH2:44][CH2:43][NH:42][CH2:41][CH2:40]3)[C:12]2=[O:24])[CH2:25][CH2:26]1)=[O:7], predict the reactants needed to synthesize it. The reactants are: [F:1][C:2]([F:35])([F:34])[C:3]1[CH:4]=[C:5]([CH:27]=[C:28]([C:30]([F:33])([F:32])[F:31])[CH:29]=1)[C:6]([N:8]1[CH2:26][CH2:25][C:11]2([N:15]([C:16]3[CH:21]=[CH:20][CH:19]=[CH:18][C:17]=3[CH3:22])[CH:14]([CH3:23])[NH:13][C:12]2=[O:24])[CH2:10][CH2:9]1)=[O:7].Cl[CH2:37][CH2:38][N:39]1[CH2:44][CH2:43][NH:42][CH2:41][CH2:40]1. (4) Given the product [C:1]1([C@H:7]2[CH2:11][O:10][C:9](=[O:12])[N:8]2[CH:13]([CH3:18])[C:14]([OH:16])=[O:15])[CH:2]=[CH:3][CH:4]=[CH:5][CH:6]=1, predict the reactants needed to synthesize it. The reactants are: [C:1]1([C@H:7]2[CH2:11][O:10][C:9](=[O:12])[N:8]2[CH:13]([CH3:18])[C:14]([O:16]C)=[O:15])[CH:6]=[CH:5][CH:4]=[CH:3][CH:2]=1.[Li+].[OH-].N1CCC1=O. (5) Given the product [CH2:1]([O:8][C@H:9]1[CH2:10][C@H:11]([C:15]2[N:19]([CH3:20])[N:18]=[CH:17][CH:16]=2)[C@@H:12]([O:14][CH2:30][O:31][CH3:32])[CH2:13]1)[C:2]1[CH:3]=[CH:4][CH:5]=[CH:6][CH:7]=1, predict the reactants needed to synthesize it. The reactants are: [CH2:1]([O:8][C@@H:9]1[CH2:13][C@H:12]([OH:14])[C@@H:11]([C:15]2[N:19]([CH3:20])[N:18]=[CH:17][CH:16]=2)[CH2:10]1)[C:2]1[CH:7]=[CH:6][CH:5]=[CH:4][CH:3]=1.C(N(C(C)C)CC)(C)C.[CH3:30][O:31][CH2:32]Cl.O. (6) Given the product [CH3:1][C:2]1[S:15][C:14]2[NH:13][C:12]3[CH:11]=[CH:10][CH:9]=[CH:8][C:7]=3[N:6]=[C:5]([N:16]3[CH2:21][CH2:20][N:19]([CH3:24])[CH2:18][CH2:17]3)[C:4]=2[CH:3]=1, predict the reactants needed to synthesize it. The reactants are: [CH3:1][C:2]1[S:15][C:14]2[C:4](=[C:5]([N:16]3[CH2:21][CH2:20][NH:19][CH2:18][CH2:17]3)[NH:6][C:7]3[C:12]([N:13]=2)=[CH:11][CH:10]=[CH:9][CH:8]=3)[CH:3]=1.[OH-].[Na+].[CH3:24]I.O.